This data is from Forward reaction prediction with 1.9M reactions from USPTO patents (1976-2016). The task is: Predict the product of the given reaction. (1) Given the reactants [OH:1][C:2]1[CH:9]=[CH:8][C:7]([C:10]2[O:14][N:13]=[C:12]([C:15]3[CH:23]=[CH:22][CH:21]=[C:20]4[C:16]=3[CH2:17][CH2:18][CH:19]4[NH:24][CH2:25][CH2:26][OH:27])[N:11]=2)=[CH:6][C:3]=1[C:4]#[N:5].C([O-])([O-])=O.[K+].[K+].Br[CH2:35][CH:36]([CH3:38])[CH3:37], predict the reaction product. The product is: [OH:27][CH2:26][CH2:25][NH:24][CH:19]1[C:20]2[C:16](=[C:15]([C:12]3[N:11]=[C:10]([C:7]4[CH:8]=[CH:9][C:2]([O:1][CH2:35][CH:36]([CH3:38])[CH3:37])=[C:3]([CH:6]=4)[C:4]#[N:5])[O:14][N:13]=3)[CH:23]=[CH:22][CH:21]=2)[CH2:17][CH2:18]1. (2) Given the reactants [C:1]([O:8][CH3:9])(=[O:7])/[CH:2]=[CH:3]/[C:4]([OH:6])=[O:5].Cl[CH2:11][C:12]([NH:14][C:15]([NH:17][CH2:18][CH2:19][CH3:20])=[O:16])=[O:13], predict the reaction product. The product is: [C:1]([O:8][CH3:9])(=[O:7])/[CH:2]=[CH:3]/[C:4]([O:6][CH2:11][C:12](=[O:13])[NH:14][C:15]([NH:17][CH2:18][CH2:19][CH3:20])=[O:16])=[O:5]. (3) Given the reactants FC1C=CC=CC=1C(Cl)=O.[F:11][C:12]1[CH:17]=[CH:16][CH:15]=[CH:14][C:13]=1[C:18]([N:20]=[C:21]=[S:22])=[O:19].[CH3:23][O:24][C:25]1[CH:26]=[C:27]2[C:32](=[CH:33][C:34]=1[O:35][CH3:36])[N:31]=[CH:30][CH:29]=[C:28]2[O:37][C:38]1[CH:44]=[CH:43][C:41]([NH2:42])=[C:40]([CH3:45])[CH:39]=1.C1(C)C=CC=CC=1, predict the reaction product. The product is: [F:11][C:12]1[CH:17]=[CH:16][CH:15]=[CH:14][C:13]=1[C:18]([N:20]=[C:21]=[S:22])=[O:19].[CH3:23][O:24][C:25]1[CH:26]=[C:27]2[C:32](=[CH:33][C:34]=1[O:35][CH3:36])[N:31]=[CH:30][CH:29]=[C:28]2[O:37][C:38]1[CH:44]=[CH:43][C:41]([NH:42][C:21]([NH:20][C:18](=[O:19])[C:13]2[CH:14]=[CH:15][CH:16]=[CH:17][C:12]=2[F:11])=[S:22])=[C:40]([CH3:45])[CH:39]=1. (4) The product is: [Cl:1][C:2]1[CH:7]=[CH:6][C:5]([C:8]2[CH:13]=[C:12]([C:14]([F:15])([F:17])[F:16])[N:11]3[N:18]=[CH:19][C:20]([C:21]#[C:22][C:25]4[C:26]([F:36])=[CH:27][C:28]([F:35])=[C:29]([S:31]([NH2:34])(=[O:32])=[O:33])[CH:30]=4)=[C:10]3[N:9]=2)=[CH:4][C:3]=1[CH3:23]. Given the reactants [Cl:1][C:2]1[CH:7]=[CH:6][C:5]([C:8]2[CH:13]=[C:12]([C:14]([F:17])([F:16])[F:15])[N:11]3[N:18]=[CH:19][C:20]([C:21]#[CH:22])=[C:10]3[N:9]=2)=[CH:4][C:3]=1[CH3:23].Br[C:25]1[C:26]([F:36])=[CH:27][C:28]([F:35])=[C:29]([S:31]([NH2:34])(=[O:33])=[O:32])[CH:30]=1, predict the reaction product.